Dataset: Forward reaction prediction with 1.9M reactions from USPTO patents (1976-2016). Task: Predict the product of the given reaction. (1) Given the reactants Cl[C:2]1[CH:7]=[CH:6][C:5]([N:8]2[C:13](=[O:14])[C:12]([C:15]#[N:16])=[C:11]([CH3:17])[C:10]([C:18]([O:20][CH2:21][CH3:22])=[O:19])=[N:9]2)=[CH:4][CH:3]=1.[N+:23](C1C=CC(NN=C(C(=O)C)C(OCC)=O)=CC=1)([O-:25])=[O:24], predict the reaction product. The product is: [N+:23]([C:2]1[CH:7]=[CH:6][C:5]([N:8]2[C:13](=[O:14])[C:12]([C:15]#[N:16])=[C:11]([CH3:17])[C:10]([C:18]([O:20][CH2:21][CH3:22])=[O:19])=[N:9]2)=[CH:4][CH:3]=1)([O-:25])=[O:24]. (2) Given the reactants F[C:2]1[CH:3]=[CH:4][C:5](OC)=[C:6]([CH:8](O)[C:9]#CC2C=CC=CC=2)[CH:7]=1.[CH3:20][O:21][C:22]1[CH:29]=[C:28]([O:30][CH3:31])[C:27]([CH3:32])=[CH:26][C:23]=1[CH:24]=[O:25], predict the reaction product. The product is: [CH3:20][O:21][C:22]1[CH:29]=[C:28]([O:30][CH3:31])[C:27]([CH3:32])=[CH:26][C:23]=1[CH:24]([OH:25])[C:9]#[C:8][C:6]1[CH:7]=[CH:2][CH:3]=[CH:4][CH:5]=1. (3) The product is: [F:20][C:21]1[C:26]([F:27])=[CH:25][CH:24]=[CH:23][C:22]=1[O:28][C:2]1[CH:7]=[C:6]([O:8][CH2:9][C:10]#[C:11][CH2:12][CH3:13])[N:5]=[CH:4][N:3]=1. Given the reactants Cl[C:2]1[CH:7]=[C:6]([O:8][CH2:9][C:10]#[C:11][CH2:12][CH3:13])[N:5]=[CH:4][N:3]=1.C(=O)([O-])[O-].[K+].[K+].[F:20][C:21]1[C:26]([F:27])=[CH:25][CH:24]=[CH:23][C:22]=1[OH:28].[Cl-].[NH4+], predict the reaction product.